From a dataset of Full USPTO retrosynthesis dataset with 1.9M reactions from patents (1976-2016). Predict the reactants needed to synthesize the given product. (1) The reactants are: [CH:1]1([N:5]2[CH2:11][CH2:10][C:9]3[CH:12]=[CH:13][C:14]([OH:16])=[CH:15][C:8]=3[CH2:7][CH2:6]2)[CH2:4][CH2:3][CH2:2]1.C(=O)([O-])[O-].[K+].[K+].Br[CH2:24][CH2:25][CH2:26][OH:27]. Given the product [CH:1]1([N:5]2[CH2:11][CH2:10][C:9]3[CH:12]=[CH:13][C:14]([O:16][CH2:24][CH2:25][CH2:26][OH:27])=[CH:15][C:8]=3[CH2:7][CH2:6]2)[CH2:4][CH2:3][CH2:2]1, predict the reactants needed to synthesize it. (2) Given the product [CH2:21]([O:12][C:11](=[O:13])[CH2:10][C:7]1[CH:6]=[CH:5][C:4]([N+:1]([O-:3])=[O:2])=[CH:9][CH:8]=1)[CH3:22], predict the reactants needed to synthesize it. The reactants are: [N+:1]([C:4]1[CH:9]=[CH:8][C:7]([CH2:10][C:11]([OH:13])=[O:12])=[CH:6][CH:5]=1)([O-:3])=[O:2].S(=O)(=O)(O)O.[OH-].[Na+].[CH2:21](O)[CH3:22]. (3) Given the product [ClH:1].[NH2:8][C:9]1([C:13]2[O:17][N:16]=[C:15]([CH:18]3[CH2:23][CH:22]([C:24]4[CH:29]=[CH:28][C:27]([C:30]([F:32])([F:31])[F:33])=[CH:26][CH:25]=4)[CH2:21][N:20]([C:34]([N:36]4[CH2:37][CH2:38][O:39][CH2:40][CH2:41]4)=[O:35])[CH2:19]3)[N:14]=2)[CH2:12][CH2:11][CH2:10]1, predict the reactants needed to synthesize it. The reactants are: [ClH:1].C(OC(=O)[NH:8][C:9]1([C:13]2[O:17][N:16]=[C:15]([CH:18]3[CH2:23][CH:22]([C:24]4[CH:29]=[CH:28][C:27]([C:30]([F:33])([F:32])[F:31])=[CH:26][CH:25]=4)[CH2:21][N:20]([C:34]([N:36]4[CH2:41][CH2:40][O:39][CH2:38][CH2:37]4)=[O:35])[CH2:19]3)[N:14]=2)[CH2:12][CH2:11][CH2:10]1)(C)(C)C. (4) Given the product [CH2:33]([N:35]([C@H:21]1[CH2:26][C@H:25]([CH3:27])[S:24](=[O:29])(=[O:28])[C:23]2[S:30][CH:31]=[CH:32][C:22]1=2)[S:36]([C:39]1[CH:44]=[CH:43][CH:42]=[CH:41][C:40]=1[N+:45]([O-:47])=[O:46])(=[O:37])=[O:38])[CH3:34], predict the reactants needed to synthesize it. The reactants are: C1(P(C2C=CC=CC=2)C2C=CC=CC=2)C=CC=CC=1.O[C@H:21]1[CH2:26][C@@H:25]([CH3:27])[S:24](=[O:29])(=[O:28])[C:23]2[S:30][CH:31]=[CH:32][C:22]1=2.[CH2:33]([NH:35][S:36]([C:39]1[CH:44]=[CH:43][CH:42]=[CH:41][C:40]=1[N+:45]([O-:47])=[O:46])(=[O:38])=[O:37])[CH3:34]. (5) Given the product [NH2:1][C:2]1[C:7]([C:8]([OH:10])=[O:9])=[CH:6][N:5]=[C:4]([N:14]2[CH2:19][CH2:18][O:17][CH2:16][CH2:15]2)[N:3]=1, predict the reactants needed to synthesize it. The reactants are: [NH2:1][C:2]1[C:7]([C:8]([OH:10])=[O:9])=[CH:6][N:5]=[C:4](SCC)[N:3]=1.[NH:14]1[CH2:19][CH2:18][O:17][CH2:16][CH2:15]1. (6) Given the product [S:12]([C:17]1[CH:23]=[CH:22][C:20]([CH3:21])=[CH:19][CH:18]=1)([O-:15])(=[O:14])=[O:13].[CH3:16][N+:11]1[C:6]2=[N:7][CH:8]=[CH:9][CH:10]=[C:5]2[S:4][C:3]=1[S:2][CH3:1], predict the reactants needed to synthesize it. The reactants are: [CH3:1][S:2][C:3]1[S:4][C:5]2[C:6]([N:11]=1)=[N:7][CH:8]=[CH:9][CH:10]=2.[S:12]([C:17]1[CH:23]=[CH:22][C:20]([CH3:21])=[CH:19][CH:18]=1)([O:15][CH3:16])(=[O:14])=[O:13].